Dataset: Forward reaction prediction with 1.9M reactions from USPTO patents (1976-2016). Task: Predict the product of the given reaction. (1) Given the reactants Br[C:2]1[C:11]2[C:6](=[CH:7][CH:8]=[C:9]([N+:12]([O-:14])=[O:13])[CH:10]=2)[N:5]=[C:4]([N:15]2[CH2:20][CH2:19][N:18]([CH:21]=[O:22])[CH2:17][CH2:16]2)[CH:3]=1.C([Sn](CCCC)(CCCC)[C:28]1[O:29][CH:30]=[CH:31][CH:32]=1)CCC.[F-].[K+], predict the reaction product. The product is: [O:29]1[CH:30]=[CH:31][CH:32]=[C:28]1[C:2]1[C:11]2[C:6](=[CH:7][CH:8]=[C:9]([N+:12]([O-:14])=[O:13])[CH:10]=2)[N:5]=[C:4]([N:15]2[CH2:20][CH2:19][N:18]([CH:21]=[O:22])[CH2:17][CH2:16]2)[CH:3]=1. (2) Given the reactants [Cl:1][C:2]1[CH:7]=[CH:6][C:5]([NH:8][C:9](=[O:15])[C:10]([O:12]CC)=O)=[CH:4][C:3]=1[F:16].[NH2:17][C@@H:18]1[C:26]2[C:21](=[CH:22][CH:23]=[CH:24][CH:25]=2)[CH2:20][C@@H:19]1[OH:27], predict the reaction product. The product is: [Cl:1][C:2]1[CH:7]=[CH:6][C:5]([NH:8][C:9](=[O:15])[C:10]([NH:17][C@@H:18]2[C:26]3[C:21](=[CH:22][CH:23]=[CH:24][CH:25]=3)[CH2:20][C@@H:19]2[OH:27])=[O:12])=[CH:4][C:3]=1[F:16]. (3) Given the reactants C[O:2][C:3]1[CH:4]=[C:5]([C:9]2[S:10][CH:11]=[C:12]([C:14]3[CH:19]=[CH:18][CH:17]=[C:16]([O:20]C)[CH:15]=3)[CH:13]=2)[CH:6]=[CH:7][CH:8]=1, predict the reaction product. The product is: [S:10]1[CH:11]=[C:12]([C:14]2[CH:15]=[C:16]([OH:20])[CH:17]=[CH:18][CH:19]=2)[CH:13]=[C:9]1[C:5]1[CH:4]=[C:3]([OH:2])[CH:8]=[CH:7][CH:6]=1. (4) Given the reactants [CH2:1]([O:8][C:9]1[CH:18]=[CH:17][C:12]([C:13]([O:15][CH3:16])=[O:14])=[CH:11][C:10]=1[NH:19][C:20](=[O:23])[CH2:21]Cl)[C:2]1[CH:7]=[CH:6][CH:5]=[CH:4][CH:3]=1.[NH:24]1[CH2:29][CH2:28][O:27][CH2:26][CH2:25]1.C(N(CC)CC)C.[I-].[K+], predict the reaction product. The product is: [CH2:1]([O:8][C:9]1[CH:18]=[CH:17][C:12]([C:13]([O:15][CH3:16])=[O:14])=[CH:11][C:10]=1[NH:19][C:20](=[O:23])[CH2:21][N:24]1[CH2:29][CH2:28][O:27][CH2:26][CH2:25]1)[C:2]1[CH:7]=[CH:6][CH:5]=[CH:4][CH:3]=1. (5) The product is: [Cl:9][C:4]1[CH:3]=[C:2]([B:13]2[O:14][C:15]([CH3:17])([CH3:16])[C:11]([CH3:27])([CH3:10])[O:12]2)[CH:8]=[CH:7][C:5]=1[NH2:6]. Given the reactants Br[C:2]1[CH:8]=[CH:7][C:5]([NH2:6])=[C:4]([Cl:9])[CH:3]=1.[CH3:10][C:11]1([CH3:27])[C:15]([CH3:17])([CH3:16])[O:14][B:13]([B:13]2[O:14][C:15]([CH3:17])([CH3:16])[C:11]([CH3:27])([CH3:10])[O:12]2)[O:12]1.CC([O-])=O.[K+], predict the reaction product. (6) Given the reactants [CH3:1][CH:2]([CH3:44])[CH2:3][N:4]([C:26]([C:28]1[N:32]([CH2:33][CH2:34]OS(C)(=O)=O)[C:31]2[CH:40]=[CH:41][CH:42]=[CH:43][C:30]=2[N:29]=1)=[O:27])[C@H:5]1[CH2:10][C@@H:9]([C:11]([N:13]2[CH2:18][CH2:17][O:16][CH2:15][CH2:14]2)=[O:12])[CH2:8][N:7]([C:19]([O:21][C:22]([CH3:25])([CH3:24])[CH3:23])=[O:20])[CH2:6]1.[NH:45]1[CH:49]=[CH:48][CH:47]=[N:46]1.C(=O)([O-])[O-].[Cs+].[Cs+], predict the reaction product. The product is: [CH3:44][CH:2]([CH3:1])[CH2:3][N:4]([C:26]([C:28]1[N:32]([CH2:33][CH2:34][N:45]2[CH:49]=[CH:48][CH:47]=[N:46]2)[C:31]2[CH:40]=[CH:41][CH:42]=[CH:43][C:30]=2[N:29]=1)=[O:27])[C@H:5]1[CH2:10][C@@H:9]([C:11]([N:13]2[CH2:14][CH2:15][O:16][CH2:17][CH2:18]2)=[O:12])[CH2:8][N:7]([C:19]([O:21][C:22]([CH3:25])([CH3:24])[CH3:23])=[O:20])[CH2:6]1. (7) The product is: [ClH:18].[Br:1][C:2]1[CH:3]=[C:4]2[C:8](=[CH:9][CH:10]=1)[C:7]([OH:13])([C:11](=[NH:12])[O:21][CH2:19][CH3:20])[CH2:6][CH2:5]2. Given the reactants [Br:1][C:2]1[CH:3]=[C:4]2[C:8](=[CH:9][CH:10]=1)[C:7]([O:13][Si](C)(C)C)([C:11]#[N:12])[CH2:6][CH2:5]2.[ClH:18].[CH2:19]([OH:21])[CH3:20], predict the reaction product. (8) Given the reactants [CH3:1][N:2]1[CH2:8][CH2:7][CH2:6][NH:5][CH2:4][CH2:3]1.[Br:9][C:10]1[CH:18]=[CH:17][C:13]([C:14]([OH:16])=O)=[C:12]([Cl:19])[CH:11]=1, predict the reaction product. The product is: [Br:9][C:10]1[CH:18]=[CH:17][C:13]([C:14]([N:5]2[CH2:6][CH2:7][CH2:8][N:2]([CH3:1])[CH2:3][CH2:4]2)=[O:16])=[C:12]([Cl:19])[CH:11]=1. (9) Given the reactants [C:1]([O:5][C:6]([N:8]1[CH:21]([C:22](O)=[O:23])[CH2:20][C:19]2[CH:18]=[C:17]3[C:12]([O:13][C@@H:14]([C:25]4[CH:30]=[CH:29][C:28]([O:31][CH2:32][C:33]5[CH:38]=[CH:37][C:36]([Cl:39])=[C:35]([Cl:40])[CH:34]=5)=[CH:27][CH:26]=4)[CH2:15][NH:16]3)=[CH:11][C:10]=2[CH2:9]1)=[O:7])([CH3:4])([CH3:3])[CH3:2].CN(C(ON1N=NC2C=CC=CC1=2)=[N+](C)C)C.F[P-](F)(F)(F)(F)F.CCN(C(C)C)C(C)C.[CH3:74][O:75][C:76](=[O:94])[C@@H:77]([NH2:93])[CH2:78][C:79]1[CH:84]=[CH:83][C:82]([C:85]2[CH:90]=[CH:89][C:88]([C:91]#[N:92])=[CH:87][CH:86]=2)=[CH:81][CH:80]=1, predict the reaction product. The product is: [C:1]([O:5][C:6]([N:8]1[CH:21]([C:22](=[O:23])[NH:93][C@H:77]([C:76]([O:75][CH3:74])=[O:94])[CH2:78][C:79]2[CH:80]=[CH:81][C:82]([C:85]3[CH:90]=[CH:89][C:88]([C:91]#[N:92])=[CH:87][CH:86]=3)=[CH:83][CH:84]=2)[CH2:20][C:19]2[CH:18]=[C:17]3[C:12]([O:13][C@@H:14]([C:25]4[CH:30]=[CH:29][C:28]([O:31][CH2:32][C:33]5[CH:38]=[CH:37][C:36]([Cl:39])=[C:35]([Cl:40])[CH:34]=5)=[CH:27][CH:26]=4)[CH2:15][NH:16]3)=[CH:11][C:10]=2[CH2:9]1)=[O:7])([CH3:3])([CH3:4])[CH3:2].